From a dataset of Full USPTO retrosynthesis dataset with 1.9M reactions from patents (1976-2016). Predict the reactants needed to synthesize the given product. (1) Given the product [CH3:13][O:14][C:15]1[CH:20]=[CH:19][C:18]([C:21]2([CH3:28])[NH:26][CH:25]([C:29]#[N:30])[CH2:24][O:23][CH2:22]2)=[CH:17][CH:16]=1, predict the reactants needed to synthesize it. The reactants are: [H-].[Al+3].[Li+].[H-].[H-].[H-].C(OCC)(=O)C.[CH3:13][O:14][C:15]1[CH:20]=[CH:19][C:18]([C:21]2([CH3:28])[NH:26][C:25](=O)[CH2:24][O:23][CH2:22]2)=[CH:17][CH:16]=1.[C-:29]#[N:30].[K+]. (2) Given the product [CH3:13][O:12][C:6]1[CH:5]=[C:4]([CH2:3][CH:2]=[O:1])[CH:11]=[CH:10][C:7]=1[C:8]#[N:9], predict the reactants needed to synthesize it. The reactants are: [OH:1][CH2:2][CH2:3][C:4]1[CH:11]=[CH:10][C:7]([C:8]#[N:9])=[C:6]([O:12][CH3:13])[CH:5]=1.CC(OI1(OC(C)=O)(OC(C)=O)OC(=O)C2C=CC=CC1=2)=O. (3) Given the product [Cl:15][C:16]1[CH:17]=[C:18]2[C:22](=[CH:23][CH:24]=1)[NH:21][C:20]([C:25]([NH:2][C@@H:3]1[C:9](=[O:10])[NH:8][C:7]3[CH:11]=[CH:12][CH:13]=[CH:14][C:6]=3[O:5][CH2:4]1)=[O:26])=[CH:19]2, predict the reactants needed to synthesize it. The reactants are: Cl.[NH2:2][C@@H:3]1[C:9](=[O:10])[NH:8][C:7]2[CH:11]=[CH:12][CH:13]=[CH:14][C:6]=2[O:5][CH2:4]1.[Cl:15][C:16]1[CH:17]=[C:18]2[C:22](=[CH:23][CH:24]=1)[NH:21][C:20]([C:25](O)=[O:26])=[CH:19]2.ON1C2N=CC=CC=2N=N1.Cl.CN(C)CCCN=C=NCC.C(N(C(C)C)CC)(C)C. (4) Given the product [CH3:1][O:2][C:3]1[C:11]2[S:10][C:9]([S:12]([NH:15][C:16]3[CH:17]=[C:18]([CH:22]=[CH:23][CH:24]=3)[C:19]([O:21][CH3:26])=[O:20])(=[O:13])=[O:14])=[C:8]([CH3:25])[C:7]=2[CH:6]=[CH:5][CH:4]=1, predict the reactants needed to synthesize it. The reactants are: [CH3:1][O:2][C:3]1[C:11]2[S:10][C:9]([S:12]([NH:15][C:16]3[CH:17]=[C:18]([CH:22]=[CH:23][CH:24]=3)[C:19]([OH:21])=[O:20])(=[O:14])=[O:13])=[C:8]([CH3:25])[C:7]=2[CH:6]=[CH:5][CH:4]=1.[CH3:26]O. (5) Given the product [NH2:1][C:2]1[N:3]([C:14]([O:16][C:17]([CH3:20])([CH3:19])[CH3:18])=[O:15])[CH:4]=[C:5]([CH2:7][CH2:8][CH2:9][CH2:10][CH2:11][C:12]2[N:23]=[N:22][N:21]([CH2:24][CH2:25][NH:26][C:27](=[O:45])[CH2:28][CH2:29][CH2:30][CH2:31][CH2:32][CH2:33][CH:34]=[CH:35][CH2:36][CH2:37][CH2:38][CH2:39][CH2:40][CH2:41][CH2:42][CH3:43])[CH:13]=2)[N:6]=1, predict the reactants needed to synthesize it. The reactants are: [NH2:1][C:2]1[N:3]([C:14]([O:16][C:17]([CH3:20])([CH3:19])[CH3:18])=[O:15])[CH:4]=[C:5]([CH2:7][CH2:8][CH2:9][CH2:10][CH2:11][C:12]#[CH:13])[N:6]=1.[N:21]([CH2:24][CH2:25][NH:26][C:27](=[O:45])[CH2:28][CH2:29][CH2:30][CH2:31][CH2:32][CH2:33][CH2:34][CH:35]=[CH:36][CH2:37][CH2:38][CH2:39][CH2:40][CH2:41][CH2:42][CH2:43]C)=[N+:22]=[N-:23]. (6) Given the product [N+:1]([C:4]1[CH:9]=[C:8]([C:10]2[S:11][C:12]3[CH:18]=[C:17]([OH:19])[CH:16]=[CH:15][C:13]=3[CH:14]=2)[CH:7]=[CH:6][N:5]=1)([O-:3])=[O:2], predict the reactants needed to synthesize it. The reactants are: [N+:1]([C:4]1[CH:9]=[C:8]([C:10]2[S:11][C:12]3[CH:18]=[C:17]([O:19]C)[CH:16]=[CH:15][C:13]=3[CH:14]=2)[CH:7]=[CH:6][N:5]=1)([O-:3])=[O:2].[N+](C1C=C(C2OC3C=C(O)C=CC=3C=2)C=CN=1)([O-])=O. (7) Given the product [CH3:32][O:25][C:8]1[C:7]([C:1]2[CH:2]=[CH:3][CH:4]=[CH:5][CH:6]=2)=[C:12]([C:13]2[CH:18]=[CH:17][N:16]=[CH:15][CH:14]=2)[N:11]=[C:10]([C:19]2[CH:24]=[CH:23][N:22]=[CH:21][CH:20]=2)[N:9]=1, predict the reactants needed to synthesize it. The reactants are: [C:1]1([C:7]2[C:8](=[O:25])[NH:9][C:10]([C:19]3[CH:24]=[CH:23][N:22]=[CH:21][CH:20]=3)=[N:11][C:12]=2[C:13]2[CH:18]=[CH:17][N:16]=[CH:15][CH:14]=2)[CH:6]=[CH:5][CH:4]=[CH:3][CH:2]=1.P(Cl)(Cl)(Cl)=O.Cl[C:32]1N=C(C2C=CN=CC=2)C(C2C=CC(F)=CC=2)=CN=1.ClC1C(C2C=CC=CC=2)=C(C2C=CN=CC=2)N=C(C2C=CN=CC=2)N=1.C[O-].[Na+]. (8) The reactants are: [Si]([O:8][CH2:9][CH2:10][O:11][C@@H:12]([C:26]1[CH:31]=[CH:30][CH:29]=[C:28]([Cl:32])[CH:27]=1)[C@@H:13]1[CH2:18][CH2:17][CH2:16][N:15](C(OC(C)(C)C)=O)[CH2:14]1)(C(C)(C)C)(C)C. Given the product [Cl:32][C:28]1[CH:27]=[C:26]([C@@H:12]([C@@H:13]2[CH2:18][CH2:17][CH2:16][NH:15][CH2:14]2)[O:11][CH2:10][CH2:9][OH:8])[CH:31]=[CH:30][CH:29]=1, predict the reactants needed to synthesize it. (9) Given the product [Br:1][C:2]1[CH:3]=[C:4]([CH:7]=[C:8]([Br:10])[CH:9]=1)[CH2:5][Cl:13], predict the reactants needed to synthesize it. The reactants are: [Br:1][C:2]1[CH:3]=[C:4]([CH:7]=[C:8]([Br:10])[CH:9]=1)[CH2:5]O.S(Cl)([Cl:13])=O.